From a dataset of Catalyst prediction with 721,799 reactions and 888 catalyst types from USPTO. Predict which catalyst facilitates the given reaction. (1) Reactant: [CH3:1][O:2][C:3]1[CH:8]=[CH:7][C:6]([NH:9][C:10]2[C:15]([N+:16]([O-])=O)=[CH:14][N:13]=[C:12]([NH:19][C:20]3[CH:21]=[N:22][N:23]([C:25]4[CH:30]=[CH:29][CH:28]=[CH:27][CH:26]=4)[CH:24]=3)[N:11]=2)=[CH:5][CH:4]=1. Product: [CH3:1][O:2][C:3]1[CH:4]=[CH:5][C:6]([NH:9][C:10]2[C:15]([NH2:16])=[CH:14][N:13]=[C:12]([NH:19][C:20]3[CH:21]=[N:22][N:23]([C:25]4[CH:26]=[CH:27][CH:28]=[CH:29][CH:30]=4)[CH:24]=3)[N:11]=2)=[CH:7][CH:8]=1. The catalyst class is: 123. (2) Reactant: [CH3:1][C:2]1[CH:3]=[C:4]([C:9]2[N:10]=[CH:11][C:12]([NH:15][C:16]([C:18]3[CH:23]=[C:22]([N:24]4[CH2:29][CH2:28][CH2:27][CH2:26][CH2:25]4)[CH:21]=[CH:20][C:19]=3[NH:30][C:31]([C:33]3[CH:34]=[C:35]([CH:47]=[CH:48][CH:49]=3)[CH2:36][S:37][CH2:38][CH2:39][C:40]([O:42]C(C)(C)C)=[O:41])=[O:32])=[O:17])=[N:13][CH:14]=2)[CH:5]=[CH:6][C:7]=1[CH3:8].FC(F)(F)C(O)=O. Product: [CH3:1][C:2]1[CH:3]=[C:4]([C:9]2[N:10]=[CH:11][C:12]([NH:15][C:16]([C:18]3[CH:23]=[C:22]([N:24]4[CH2:29][CH2:28][CH2:27][CH2:26][CH2:25]4)[CH:21]=[CH:20][C:19]=3[NH:30][C:31]([C:33]3[CH:34]=[C:35]([CH:47]=[CH:48][CH:49]=3)[CH2:36][S:37][CH2:38][CH2:39][C:40]([OH:42])=[O:41])=[O:32])=[O:17])=[N:13][CH:14]=2)[CH:5]=[CH:6][C:7]=1[CH3:8]. The catalyst class is: 4. (3) Reactant: Cl.[NH2:2][C@@H:3]([CH3:8])[C:4]([O:6][CH3:7])=[O:5].[O:9]1[CH2:14][CH2:13][N:12]([CH2:15][C:16](O)=[O:17])[CH2:11][CH2:10]1.C1C=CC2N(O)N=NC=2C=1.CN(C(ON1N=NC2C=CC=CC1=2)=[N+](C)C)C.F[P-](F)(F)(F)(F)F.CCN(C(C)C)C(C)C. Product: [O:9]1[CH2:14][CH2:13][N:12]([CH2:15][C:16]([NH:2][C@@H:3]([CH3:8])[C:4]([O:6][CH3:7])=[O:5])=[O:17])[CH2:11][CH2:10]1. The catalyst class is: 3. (4) Reactant: [C:1](=O)([O-])[O-].[Cs+].[Cs+].[CH3:7][CH2:8][C:9]([C:11]1[CH:16]=[CH:15][C:14]([OH:17])=[CH:13][CH:12]=1)=[O:10].[CH3:18][O:19][CH2:20]Br.O. Product: [CH3:18][O:19][CH2:20][CH2:1][O:17][C:14]1[CH:13]=[CH:12][C:11]([C:9](=[O:10])[CH2:8][CH3:7])=[CH:16][CH:15]=1. The catalyst class is: 9. (5) Reactant: [OH:1][CH2:2][CH2:3][C:4]#[C:5][C:6]1[C:14]2[C:9](=[CH:10][CH:11]=[C:12]([C:15]#[N:16])[CH:13]=2)[N:8]([S:17]([C:20]2[CH:26]=[CH:25][C:23]([CH3:24])=[CH:22][CH:21]=2)(=[O:19])=[O:18])[CH:7]=1. The catalyst class is: 105. Product: [OH:1][CH2:2][CH2:3][CH2:4][CH2:5][C:6]1[C:14]2[C:9](=[CH:10][CH:11]=[C:12]([C:15]#[N:16])[CH:13]=2)[N:8]([S:17]([C:20]2[CH:21]=[CH:22][C:23]([CH3:24])=[CH:25][CH:26]=2)(=[O:19])=[O:18])[CH:7]=1. (6) Reactant: [H-].[Na+].[NH:3]1[C:11]2[C:6](=[CH:7][CH:8]=[CH:9][CH:10]=2)[C:5](=[O:12])[C:4]1=[O:13].[CH3:14][O:15][C:16](=[O:23])[CH:17](Br)[CH2:18][CH:19]([CH3:21])[CH3:20]. Product: [CH3:14][O:15][C:16](=[O:23])[CH:17]([N:3]1[C:11]2[C:6](=[CH:7][CH:8]=[CH:9][CH:10]=2)[C:5](=[O:12])[C:4]1=[O:13])[CH2:18][CH:19]([CH3:21])[CH3:20]. The catalyst class is: 35. (7) Reactant: [CH:1]1([C:4]2[N:8]([CH2:9][C:10]3[C:15]([F:16])=[CH:14][C:13]([O:17][CH2:18][CH3:19])=[CH:12][C:11]=3[F:20])[N:7]=[C:6]([C:21]3[N:26]=[C:25]([NH:27][C:28]4[CH:33]=[CH:32][N:31]=[CH:30][CH:29]=4)[C:24]([OH:34])=[CH:23][N:22]=3)[C:5]=2[CH3:35])[CH2:3][CH2:2]1.C(=O)([O-])[O-].[K+].[K+].Cl[CH2:43][CH2:44][N:45]([CH3:47])[CH3:46].CC(=O)CC. Product: [CH:1]1([C:4]2[N:8]([CH2:9][C:10]3[C:11]([F:20])=[CH:12][C:13]([O:17][CH2:18][CH3:19])=[CH:14][C:15]=3[F:16])[N:7]=[C:6]([C:21]3[N:26]=[C:25]([NH:27][C:28]4[CH:29]=[CH:30][N:31]=[CH:32][CH:33]=4)[C:24]([O:34][CH2:43][CH2:44][N:45]([CH3:47])[CH3:46])=[CH:23][N:22]=3)[C:5]=2[CH3:35])[CH2:3][CH2:2]1. The catalyst class is: 3. (8) Reactant: [NH2:1][C:2]1[CH:3]=[CH:4][C:5]([C:8]([NH2:10])=[NH:9])=[N:6][CH:7]=1.[CH3:11][CH:12]([C:18](=O)[CH3:19])[C:13](OCC)=[O:14].C(=O)([O-])[O-].[Na+].[Na+]. Product: [NH2:1][C:2]1[CH:3]=[CH:4][C:5]([C:8]2[N:10]=[C:13]([OH:14])[C:12]([CH3:11])=[C:18]([CH3:19])[N:9]=2)=[N:6][CH:7]=1. The catalyst class is: 97. (9) Reactant: FC(F)(F)C(O)=O.C(OC([N:15]1[CH2:20][C:19](=[O:21])[N:18]([C:22]2[C:27]([F:28])=[CH:26][CH:25]=[CH:24][C:23]=2[F:29])[CH2:17][C:16]1([CH3:31])[CH3:30])=O)(C)(C)C. Product: [F:28][C:27]1[CH:26]=[CH:25][CH:24]=[C:23]([F:29])[C:22]=1[N:18]1[CH2:17][C:16]([CH3:30])([CH3:31])[NH:15][CH2:20][C:19]1=[O:21]. The catalyst class is: 2.